The task is: Predict the reaction yield, written as a fraction of the theoretical maximum amount of product (1.0 means a 100% yield; for example, 0.34 means a 34% yield).. This data is from Reaction yield outcomes from USPTO patents with 853,638 reactions. (1) The reactants are [CH3:1][S:2][C:3]1[N:4]=[CH:5][C:6]2[CH:12]=[CH:11][C:10](=[O:13])[NH:9][C:7]=2[N:8]=1.[Br:14]N1C(=O)CCC1=O. The catalyst is CN(C)C=O. The product is [Br:14][C:11]1[C:10](=[O:13])[NH:9][C:7]2[N:8]=[C:3]([S:2][CH3:1])[N:4]=[CH:5][C:6]=2[CH:12]=1. The yield is 0.480. (2) The reactants are Br[C:2]1[CH:3]=[C:4]2[C:9](=[CH:10][CH:11]=1)[N:8]=[CH:7][C:6]([C:12]([CH:14]1[CH2:16][CH2:15]1)=[O:13])=[C:5]2[NH:17][C:18]1[CH:23]=[CH:22][C:21]([CH2:24][N:25]([CH3:27])[CH3:26])=[CH:20][CH:19]=1.[Cl:28][C:29]1[CH:34]=[C:33](B2OC(C)(C)C(C)(C)O2)[CH:32]=[C:31]([Cl:44])[C:30]=1[OH:45]. No catalyst specified. The product is [CH:14]1([C:12]([C:6]2[CH:7]=[N:8][C:9]3[C:4]([C:5]=2[NH:17][C:18]2[CH:23]=[CH:22][C:21]([CH2:24][N:25]([CH3:27])[CH3:26])=[CH:20][CH:19]=2)=[CH:3][C:2]([C:33]2[CH:34]=[C:29]([Cl:28])[C:30]([OH:45])=[C:31]([Cl:44])[CH:32]=2)=[CH:11][CH:10]=3)=[O:13])[CH2:15][CH2:16]1. The yield is 0.730. (3) The reactants are O1CCCC1.[C:6]([O:10][C:11]([NH:13][CH2:14][C:15]1[CH:20]=[CH:19][C:18]([N:21]2[C:27]3[CH:28]=[CH:29][CH:30]=[CH:31][C:26]=3[N:25]([CH2:32][C:33]3[CH:38]=[CH:37][C:36]([NH:39][S:40]([CH3:43])(=[O:42])=[O:41])=[CH:35][CH:34]=3)[C:24](=[O:44])[CH:23]([CH2:45][C:46]([O:48]C)=[O:47])[C:22]2=[O:50])=[CH:17][CH:16]=1)=[O:12])([CH3:9])([CH3:8])[CH3:7].[OH-].[Na+].S([O-])(O)(=O)=O.[K+]. The catalyst is O.CO. The product is [C:6]([O:10][C:11]([NH:13][CH2:14][C:15]1[CH:20]=[CH:19][C:18]([N:21]2[C:27]3[CH:28]=[CH:29][CH:30]=[CH:31][C:26]=3[N:25]([CH2:32][C:33]3[CH:34]=[CH:35][C:36]([NH:39][S:40]([CH3:43])(=[O:41])=[O:42])=[CH:37][CH:38]=3)[C:24](=[O:44])[CH:23]([CH2:45][C:46]([OH:48])=[O:47])[C:22]2=[O:50])=[CH:17][CH:16]=1)=[O:12])([CH3:9])([CH3:7])[CH3:8]. The yield is 0.980. (4) The reactants are [C:1]([O:5][C:6]([NH:8][C:9]1[C:14]([CH3:15])=[CH:13][CH:12]=[CH:11][N:10]=1)=[O:7])([CH3:4])([CH3:3])[CH3:2].C([Li])CCC.[C:21](OCC)(=[O:27])[C:22]([O:24][CH2:25][CH3:26])=[O:23]. The catalyst is C1COCC1. The product is [OH:27][C:21]1([C:22]([O:24][CH2:25][CH3:26])=[O:23])[CH2:15][C:14]2[C:9](=[N:10][CH:11]=[CH:12][CH:13]=2)[N:8]1[C:6]([O:5][C:1]([CH3:4])([CH3:3])[CH3:2])=[O:7]. The yield is 0.470. (5) The reactants are [OH-].[Na+].C[O:4][C:5](=[O:22])[CH2:6][CH2:7][C@H:8]1[CH2:12][O:11][C:10]([CH3:14])([CH3:13])[N:9]1[C:15]([O:17][C:18]([CH3:21])([CH3:20])[CH3:19])=[O:16]. No catalyst specified. The product is [C:18]([O:17][C:15]([N:9]1[C@@H:8]([CH2:7][CH2:6][C:5]([OH:22])=[O:4])[CH2:12][O:11][C:10]1([CH3:14])[CH3:13])=[O:16])([CH3:21])([CH3:19])[CH3:20]. The yield is 0.910. (6) The reactants are CC[N:3]([CH2:6][CH3:7])CC.[CH3:20][C:19]([O:18][C:16](O[C:16]([O:18][C:19]([CH3:22])([CH3:21])[CH3:20])=[O:17])=[O:17])([CH3:22])[CH3:21].[CH3:23]O. The catalyst is CN(C1C=CN=CC=1)C. The product is [C:16]([NH:3][CH:6]1[CH2:7][CH2:23]1)([O:18][C:19]([CH3:20])([CH3:21])[CH3:22])=[O:17]. The yield is 0.150. (7) The reactants are [CH3:1][NH:2][CH2:3][CH2:4][OH:5].C(N(C(C)C)CC)(C)C.[C:15]([Si:19](Cl)([CH3:21])[CH3:20])([CH3:18])([CH3:17])[CH3:16].O. The catalyst is ClCCl. The product is [Si:19]([O:5][CH2:4][CH2:3][NH:2][CH3:1])([C:15]([CH3:18])([CH3:17])[CH3:16])([CH3:21])[CH3:20]. The yield is 0.714. (8) The reactants are [O:1]1[CH2:6][CH2:5][CH:4]([C:7]([C:9]2[S:13][C:12]([NH2:14])=[N:11][C:10]=2[C:15]2[O:16][CH:17]=[CH:18][CH:19]=2)=[O:8])[CH2:3][CH2:2]1.[O:20]1[CH:24]=[CH:23][CH:22]=[C:21]1[C:25](Cl)=[O:26].O. The catalyst is CN(C1C=CN=CC=1)C.N1C=CC=CC=1. The product is [O:16]1[CH:17]=[CH:18][CH:19]=[C:15]1[C:10]1[N:11]=[C:12]([NH:14][C:25]([C:21]2[O:20][CH:24]=[CH:23][CH:22]=2)=[O:26])[S:13][C:9]=1[C:7]([CH:4]1[CH2:5][CH2:6][O:1][CH2:2][CH2:3]1)=[O:8]. The yield is 0.660. (9) The reactants are C[O:2][C:3]1[CH:4]=[CH:5][C:6]2[C:10]([O:11][C:12]3[CH:17]=[CH:16][C:15]([CH2:18][CH2:19][C:20]([O:22]C(C)(C)C)=[O:21])=[CH:14][CH:13]=3)=[C:9]([C:27]3[CH:32]=[CH:31][C:30]([O:33]C)=[CH:29][CH:28]=3)[S:8][C:7]=2[CH:35]=1.B(Br)(Br)Br. The catalyst is C(Cl)Cl. The product is [OH:2][C:3]1[CH:4]=[CH:5][C:6]2[C:10]([O:11][C:12]3[CH:17]=[CH:16][C:15]([CH2:18][CH2:19][C:20]([OH:22])=[O:21])=[CH:14][CH:13]=3)=[C:9]([C:27]3[CH:28]=[CH:29][C:30]([OH:33])=[CH:31][CH:32]=3)[S:8][C:7]=2[CH:35]=1. The yield is 0.310.